This data is from Catalyst prediction with 721,799 reactions and 888 catalyst types from USPTO. The task is: Predict which catalyst facilitates the given reaction. (1) Reactant: Br[C:2]1[CH:11]=[CH:10][C:5]([C:6]([O:8][CH3:9])=[O:7])=[CH:4][C:3]=1[CH3:12].CC(C1C=C(C(C)C)C(C2C(P(C3CCCCC3)C3CCCCC3)=C(OC)C=CC=2OC)=C(C(C)C)C=1)C.[F:51]C1C=CC(C)=CC=1.CCCCCCCCCCCC. Product: [F:51][C:2]1[CH:11]=[CH:10][C:5]([C:6]([O:8][CH3:9])=[O:7])=[CH:4][C:3]=1[CH3:12]. The catalyst class is: 11. (2) Reactant: Cl[C:2]1[CH:7]=[C:6]([CH3:8])[C:5]([F:9])=[CH:4][N:3]=1.[CH3:10][N:11](C=O)C. The catalyst class is: 380. Product: [F:9][C:5]1[C:6]([CH3:8])=[CH:7][C:2]([C:10]#[N:11])=[N:3][CH:4]=1. (3) Reactant: [Br:1][C:2]1[CH:7]=[CH:6][C:5]([C:8](=[O:15])[CH2:9][CH2:10][CH2:11][CH:12]([CH3:14])[CH3:13])=[CH:4][C:3]=1[CH3:16].[BH4-].[Na+]. Product: [Br:1][C:2]1[CH:7]=[CH:6][C:5]([CH:8]([OH:15])[CH2:9][CH2:10][CH2:11][CH:12]([CH3:13])[CH3:14])=[CH:4][C:3]=1[CH3:16]. The catalyst class is: 8.